From a dataset of Full USPTO retrosynthesis dataset with 1.9M reactions from patents (1976-2016). Predict the reactants needed to synthesize the given product. (1) Given the product [ClH:21].[CH:10]1([CH2:9][C:8]([NH2:7])([CH3:19])[C:13]2[N:17]=[C:16]([CH3:18])[O:15][N:14]=2)[CH2:12][CH2:11]1, predict the reactants needed to synthesize it. The reactants are: C(OC(=O)[NH:7][C:8]([CH3:19])([C:13]1[N:17]=[C:16]([CH3:18])[O:15][N:14]=1)[CH2:9][CH:10]1[CH2:12][CH2:11]1)(C)(C)C.[ClH:21]. (2) Given the product [CH2:17]([N:11]([C:12](=[O:16])[CH:13]([CH3:15])[CH3:14])[C:9]1[CH:10]=[C:5]([C:3]([OH:4])=[O:2])[CH:6]=[C:7]([C:19]2[CH:20]=[CH:21][C:22]([CH3:25])=[CH:23][CH:24]=2)[CH:8]=1)[CH3:18], predict the reactants needed to synthesize it. The reactants are: C[O:2][C:3]([C:5]1[CH:6]=[C:7]([C:19]2[CH:24]=[CH:23][C:22]([CH3:25])=[CH:21][CH:20]=2)[CH:8]=[C:9]([N:11]([CH2:17][CH3:18])[C:12](=[O:16])[CH:13]([CH3:15])[CH3:14])[CH:10]=1)=[O:4].[Li+].[OH-].Cl. (3) Given the product [C:1]1([O:7][C:8]2[CH:13]=[CH:12][C:11]([CH2:14][Br:21])=[C:10]([C:16]([F:19])([F:18])[F:17])[CH:9]=2)[CH:6]=[CH:5][CH:4]=[CH:3][CH:2]=1, predict the reactants needed to synthesize it. The reactants are: [C:1]1([O:7][C:8]2[CH:13]=[CH:12][C:11]([CH2:14]O)=[C:10]([C:16]([F:19])([F:18])[F:17])[CH:9]=2)[CH:6]=[CH:5][CH:4]=[CH:3][CH:2]=1.P(Br)(Br)[Br:21].C(=O)(O)[O-].[Na+]. (4) Given the product [Cl:30][C:31]1[CH:32]=[CH:33][C:34]([C:37]2[N:42]=[C:41]([N:43]3[CH2:44][CH:45]([C:47]([O:48][CH2:28][CH3:29])=[O:11])[CH2:46]3)[N:40]3[C:53](=[O:58])[N:54]([CH2:56][CH3:57])[N:55]=[C:39]3[C:38]=2[C:59]2[CH:60]=[CH:61][C:62]([Cl:65])=[CH:63][CH:64]=2)=[CH:35][CH:36]=1, predict the reactants needed to synthesize it. The reactants are: ClC1N2C(=[O:11])NN=C2C(C2C=CC(Cl)=CC=2)=C(C2C=CC(Cl)=CC=2)N=1.[Cl-].I[CH2:28][CH3:29].[Cl:30][C:31]1[CH:36]=[CH:35][C:34]([C:37]2[N:42]=[C:41]([N:43]3[CH2:46][C:45](NCC)([C:47](N)=[O:48])[CH2:44]3)[N:40]3[C:53](=[O:58])[N:54]([CH2:56][CH3:57])[N:55]=[C:39]3[C:38]=2[C:59]2[CH:64]=[CH:63][C:62]([Cl:65])=[CH:61][CH:60]=2)=[CH:33][CH:32]=1. (5) Given the product [NH:1]1[C:9]2[C:4](=[CH:5][CH:6]=[CH:7][CH:8]=2)[C:3](/[CH:10]=[C:11]2\[O:12][C:13]3[C:20]([CH2:41][N:38]4[CH2:39][CH2:40][N:35]([C:33]([O:32][C:28]([CH3:31])([CH3:29])[CH3:30])=[O:34])[CH2:36][CH2:37]4)=[C:19]([OH:21])[C:18]([C:22]4[CH:27]=[CH:26][CH:25]=[CH:24][CH:23]=4)=[CH:17][C:14]=3[C:15]\2=[O:16])=[CH:2]1, predict the reactants needed to synthesize it. The reactants are: [NH:1]1[C:9]2[C:4](=[CH:5][CH:6]=[CH:7][CH:8]=2)[C:3](/[CH:10]=[C:11]2\[O:12][C:13]3[CH:20]=[C:19]([OH:21])[C:18]([C:22]4[CH:27]=[CH:26][CH:25]=[CH:24][CH:23]=4)=[CH:17][C:14]=3[C:15]\2=[O:16])=[CH:2]1.[C:28]([O:32][C:33]([N:35]1[CH2:40][CH2:39][NH:38][CH2:37][CH2:36]1)=[O:34])([CH3:31])([CH3:30])[CH3:29].[CH2:41]=O. (6) Given the product [CH3:20][O:21][C:22](=[O:32])[CH:23]([C:25]1[CH:26]=[CH:27][C:28]([C:19]#[C:18][C:6]2[CH:5]=[C:4]([CH:1]3[CH2:3][CH2:2]3)[C:15]3[O:14][C:11]4([CH2:13][CH2:12]4)[CH2:10][C:9]([CH3:16])([CH3:17])[C:8]=3[CH:7]=2)=[CH:29][CH:30]=1)[CH3:24], predict the reactants needed to synthesize it. The reactants are: [CH:1]1([C:4]2[C:15]3[O:14][C:11]4([CH2:13][CH2:12]4)[CH2:10][C:9]([CH3:17])([CH3:16])[C:8]=3[CH:7]=[C:6]([C:18]#[CH:19])[CH:5]=2)[CH2:3][CH2:2]1.[CH3:20][O:21][C:22](=[O:32])[CH:23]([C:25]1[CH:30]=[CH:29][C:28](I)=[CH:27][CH:26]=1)[CH3:24].